Predict the product of the given reaction. From a dataset of Forward reaction prediction with 1.9M reactions from USPTO patents (1976-2016). (1) Given the reactants [C:1]([N:4]1[CH:8]=[C:7]([O:9][C:10]2[CH:15]=[CH:14][CH:13]=[CH:12][C:11]=2[Cl:16])[C:6]([C:17]2[CH:22]=[CH:21][C:20]([O:23]C)=[CH:19][C:18]=2[O:25]C)=[N:5]1)(=[O:3])[CH3:2].[Cl:27][S:28]([OH:31])(=O)=[O:29], predict the reaction product. The product is: [C:1]([N:4]1[CH:8]=[C:7]([O:9][C:10]2[CH:15]=[CH:14][C:13]([S:28]([Cl:27])(=[O:31])=[O:29])=[CH:12][C:11]=2[Cl:16])[C:6]([C:17]2[CH:22]=[C:21]([S:28]([Cl:27])(=[O:31])=[O:29])[C:20]([OH:23])=[CH:19][C:18]=2[OH:25])=[N:5]1)(=[O:3])[CH3:2]. (2) Given the reactants Cl.[CH2:2]([O:4][C:5](=[O:8])[CH2:6][NH2:7])[CH3:3].[Cl:9][C:10]1[N:15]=[C:14](Cl)[C:13]([CH3:17])=[CH:12][N:11]=1.C(N(C(C)C)CC)(C)C, predict the reaction product. The product is: [Cl:9][C:10]1[N:15]=[C:14]([NH:7][CH2:6][C:5]([O:4][CH2:2][CH3:3])=[O:8])[C:13]([CH3:17])=[CH:12][N:11]=1. (3) Given the reactants Cl.[CH:2]1([CH2:5][O:6][C:7]2[CH:12]=[C:11]([F:13])[C:10]([O:14][CH3:15])=[CH:9][C:8]=2[C:16]2[C:17]3[NH:24][C:23]([CH3:25])=[C:22]([C:26]([NH:28][C@@H:29]4[C@@H:34]([OH:35])[CH2:33][CH2:32][NH:31][CH2:30]4)=[O:27])[C:18]=3[N:19]=[CH:20][N:21]=2)[CH2:4][CH2:3]1.[CH3:36][O:37][CH2:38][C:39](Cl)=[O:40], predict the reaction product. The product is: [CH:2]1([CH2:5][O:6][C:7]2[CH:12]=[C:11]([F:13])[C:10]([O:14][CH3:15])=[CH:9][C:8]=2[C:16]2[C:17]3[NH:24][C:23]([CH3:25])=[C:22]([C:26]([NH:28][C@@H:29]4[C@@H:34]([OH:35])[CH2:33][CH2:32][N:31]([C:39](=[O:40])[CH2:38][O:37][CH3:36])[CH2:30]4)=[O:27])[C:18]=3[N:19]=[CH:20][N:21]=2)[CH2:4][CH2:3]1. (4) Given the reactants [N:1]1([C:7](=[S:11])[CH2:8][C:9]#[N:10])[CH2:6][CH2:5][O:4][CH2:3][CH2:2]1.[Cl:12][C:13]1[CH:21]=[C:20]([Cl:22])[CH:19]=[CH:18][C:14]=1[C:15](Cl)=O.CCN(C(C)C)C(C)C.I[CH2:33][C:34]([O:36][CH2:37][CH3:38])=[O:35], predict the reaction product. The product is: [C:9]([C:8]1[C:15]([C:14]2[CH:18]=[CH:19][C:20]([Cl:22])=[CH:21][C:13]=2[Cl:12])=[C:33]([C:34]([O:36][CH2:37][CH3:38])=[O:35])[S:11][C:7]=1[N:1]1[CH2:6][CH2:5][O:4][CH2:3][CH2:2]1)#[N:10].